From a dataset of Full USPTO retrosynthesis dataset with 1.9M reactions from patents (1976-2016). Predict the reactants needed to synthesize the given product. (1) Given the product [Cl:1][C:2]1[C:3]([F:31])=[C:4]([C@@H:8]2[C@:12]([C:15]3[CH:20]=[CH:19][C:18]([Cl:21])=[CH:17][C:16]=3[F:22])([C:13]#[N:14])[C@H:11]([CH2:23][C:24]([CH3:26])([CH3:27])[CH3:25])[NH:10][C@H:9]2[C:28]([NH:69][C:66]2[CH:67]=[CH:68][C:62]3[O:61][C:60]([C:58]([O:57][CH3:56])=[O:59])=[N:64][C:63]=3[CH:65]=2)=[O:29])[CH:5]=[CH:6][CH:7]=1, predict the reactants needed to synthesize it. The reactants are: [Cl:1][C:2]1[C:3]([F:31])=[C:4]([C@@H:8]2[C@:12]([C:15]3[CH:20]=[CH:19][C:18]([Cl:21])=[CH:17][C:16]=3[F:22])([C:13]#[N:14])[C@H:11]([CH2:23][C:24]([CH3:27])([CH3:26])[CH3:25])[NH:10][C@H:9]2[C:28](O)=[O:29])[CH:5]=[CH:6][CH:7]=1.CCN(C(C)C)C(C)C.C1(P(Cl)(C2C=CC=CC=2)=O)C=CC=CC=1.[CH3:56][O:57][C:58]([C:60]1[O:61][C:62]2[CH:68]=[CH:67][C:66]([NH2:69])=[CH:65][C:63]=2[N:64]=1)=[O:59]. (2) Given the product [Cl:22][C:23]1[C:28]([C:29]([NH:19][C:14]2[CH:15]=[CH:16][CH:17]=[C:18]3[C:13]=2[N:12]=[C:11]([CH3:20])[N:10]=[C:9]3[NH:8][CH:5]2[CH2:6][CH2:7][C:2]([F:1])([F:21])[CH2:3][CH2:4]2)=[O:30])=[C:27]([F:32])[C:26]([CH2:33][NH:34][C:35](=[O:40])[C:36]([CH3:38])([CH3:37])[CH3:39])=[CH:25][CH:24]=1, predict the reactants needed to synthesize it. The reactants are: [F:1][C:2]1([F:21])[CH2:7][CH2:6][CH:5]([NH:8][C:9]2[C:18]3[C:13](=[C:14]([NH2:19])[CH:15]=[CH:16][CH:17]=3)[N:12]=[C:11]([CH3:20])[N:10]=2)[CH2:4][CH2:3]1.[Cl:22][C:23]1[C:28]([C:29](O)=[O:30])=[C:27]([F:32])[C:26]([CH2:33][NH:34][C:35](=[O:40])[C:36]([CH3:39])([CH3:38])[CH3:37])=[CH:25][CH:24]=1.C(Cl)(=O)C(Cl)=O.CCN(C(C)C)C(C)C. (3) Given the product [CH3:26][N:24]([CH3:25])[S:23]([C:20]1[CH:21]=[CH:22][C:17]([C:13]2[S:12][C:11]([NH:10][C:8](=[O:9])[NH:7][CH2:6][CH2:5][C:4]([OH:29])=[O:3])=[N:15][C:14]=2[CH3:16])=[CH:18][CH:19]=1)(=[O:27])=[O:28], predict the reactants needed to synthesize it. The reactants are: C([O:3][C:4](=[O:29])[CH2:5][CH2:6][NH:7][C:8]([NH:10][C:11]1[S:12][C:13]([C:17]2[CH:22]=[CH:21][C:20]([S:23](=[O:28])(=[O:27])[N:24]([CH3:26])[CH3:25])=[CH:19][CH:18]=2)=[C:14]([CH3:16])[N:15]=1)=[O:9])C.[OH-].[Na+].Cl. (4) The reactants are: Br[C:2](Br)=[CH:3][C:4]1[CH:9]=[CH:8][CH:7]=[C:6]([F:10])[CH:5]=1.C([Li])CCC.Cl[C:18]([O:20][CH3:21])=[O:19]. Given the product [CH3:21][O:20][C:18](=[O:19])[C:2]#[C:3][C:4]1[CH:9]=[CH:8][CH:7]=[C:6]([F:10])[CH:5]=1, predict the reactants needed to synthesize it.